Predict the reaction yield, written as a fraction of the theoretical maximum amount of product (1.0 means a 100% yield; for example, 0.34 means a 34% yield). From a dataset of Reaction yield outcomes from USPTO patents with 853,638 reactions. (1) The reactants are [H-].[CH2:2]([Al+]CC(C)C)C(C)C.Cl.CNOC.[C:16]([C:19]1[CH:28]=[CH:27][C:22](C(OC)=O)=[CH:21][CH:20]=1)(=[O:18])[CH3:17].C[Mg]Br.C([O:34][CH2:35][CH3:36])C.O1CCCC1. The catalyst is C(OCC)C. The product is [OH:18][C:16]([C:19]1[CH:20]=[CH:21][C:22]([C:35](=[O:34])[CH3:36])=[CH:27][CH:28]=1)([CH3:17])[CH3:2]. The yield is 0.260. (2) The reactants are [CH2:1]([N:8]1[CH2:13][CH2:12][N:11]([C:14]2[CH:22]=[CH:21][C:17]([C:18](O)=[O:19])=[CH:16][CH:15]=2)[CH2:10][CH2:9]1)[C:2]1[CH:7]=[CH:6][CH:5]=[CH:4][CH:3]=1.C(N1C=CN=C1)(N1C=CN=C1)=O.[NH2:35][C@H:36]1[CH2:41][C:40]2[C:42]([N:46]3[CH2:51][CH2:50][N:49]([CH3:52])[CH2:48][CH2:47]3)=[CH:43][CH:44]=[CH:45][C:39]=2[O:38][CH2:37]1. The yield is 0.800. The product is [CH3:52][N:49]1[CH2:50][CH2:51][N:46]([C:42]2[C:40]3[CH2:41][C@H:36]([NH:35][C:18](=[O:19])[C:17]4[CH:21]=[CH:22][C:14]([N:11]5[CH2:10][CH2:9][N:8]([CH2:1][C:2]6[CH:3]=[CH:4][CH:5]=[CH:6][CH:7]=6)[CH2:13][CH2:12]5)=[CH:15][CH:16]=4)[CH2:37][O:38][C:39]=3[CH:45]=[CH:44][CH:43]=2)[CH2:47][CH2:48]1. The catalyst is CN(C)C=O. (3) The reactants are [Br:1][C:2]1[CH:7]=[CH:6][C:5]([C@@H:8]2[CH2:12][CH2:11][CH2:10][NH:9]2)=[CH:4][CH:3]=1.CN1CCOCC1.[C:20]([O:24][C:25](O[C:25]([O:24][C:20]([CH3:23])([CH3:22])[CH3:21])=[O:26])=[O:26])([CH3:23])([CH3:22])[CH3:21].C(OCC)(=O)C. The catalyst is ClCCl.CN(C)C=O. The product is [C:20]([O:24][C:25]([N:9]1[CH2:10][CH2:11][CH2:12][C@H:8]1[C:5]1[CH:4]=[CH:3][C:2]([Br:1])=[CH:7][CH:6]=1)=[O:26])([CH3:23])([CH3:22])[CH3:21]. The yield is 0.910.